From a dataset of Full USPTO retrosynthesis dataset with 1.9M reactions from patents (1976-2016). Predict the reactants needed to synthesize the given product. (1) The reactants are: Br[C:2]1[N:7]=[CH:6][C:5]([CH2:8][N:9]2[C:18]3[C:13](=[CH:14][CH:15]=[CH:16][CH:17]=3)[C:12](=[O:19])[C:11]([C:20]([O:22][CH2:23][CH3:24])=[O:21])=[N:10]2)=[CH:4][CH:3]=1.C([Sn](CCCC)(CCCC)[C:30]1[N:31]=[CH:32][S:33][CH:34]=1)CCC.[F-].[Cs+].O. Given the product [O:19]=[C:12]1[C:13]2[C:18](=[CH:17][CH:16]=[CH:15][CH:14]=2)[N:9]([CH2:8][C:5]2[CH:6]=[N:7][C:2]([C:30]3[N:31]=[CH:32][S:33][CH:34]=3)=[CH:3][CH:4]=2)[N:10]=[C:11]1[C:20]([O:22][CH2:23][CH3:24])=[O:21], predict the reactants needed to synthesize it. (2) The reactants are: ClC1C(F)=C(N[C:9]([CH3:19])=[C:10]([N+:16]([O-:18])=[O:17])[C:11]([O:13][CH2:14][CH3:15])=[O:12])C=CC=1.[N+]([CH2:24][C:25](OCC)=[O:26])([O-])=O.C(C(CC)(CC)C([O-])([O-])[O-])C.C(O)C. Given the product [CH2:25]([O:26][C:9]([CH3:19])=[C:10]([N+:16]([O-:18])=[O:17])[C:11]([O:13][CH2:14][CH3:15])=[O:12])[CH3:24], predict the reactants needed to synthesize it.